From a dataset of Full USPTO retrosynthesis dataset with 1.9M reactions from patents (1976-2016). Predict the reactants needed to synthesize the given product. Given the product [OH:14][C:12]1[C:11](=[O:24])[CH:10]=[C:9]([CH:25]([OH:30])[C:26]([F:29])([F:27])[F:28])[N:8]([C:4]2[CH:5]=[CH:6][CH:7]=[C:2]([C:36]3[CH:37]=[CH:38][CH:39]=[C:40]4[C:35]=3[CH:34]=[CH:33][CH:32]=[N:31]4)[CH:3]=2)[CH:13]=1, predict the reactants needed to synthesize it. The reactants are: Br[C:2]1[CH:3]=[C:4]([N:8]2[CH:13]=[C:12]([O:14]CC3C=CC(OC)=CC=3)[C:11](=[O:24])[CH:10]=[C:9]2[CH:25]([OH:30])[C:26]([F:29])([F:28])[F:27])[CH:5]=[CH:6][CH:7]=1.[N:31]1[C:40]2[C:35](=[C:36](B(O)O)[CH:37]=[CH:38][CH:39]=2)[CH:34]=[CH:33][CH:32]=1.[Na+].O.S(C1C=C(P(C2C=CC=C(S([O-])(=O)=O)C=2)C2C=CC=C(S([O-])(=O)=O)C=2)C=CC=1)([O-])(=O)=O.[Na+].[Na+].C(NC(C)C)(C)C.